From a dataset of Merck oncology drug combination screen with 23,052 pairs across 39 cell lines. Regression. Given two drug SMILES strings and cell line genomic features, predict the synergy score measuring deviation from expected non-interaction effect. (1) Drug 1: CN(C)C(=N)N=C(N)N. Drug 2: NC1(c2ccc(-c3nc4ccn5c(=O)[nH]nc5c4cc3-c3ccccc3)cc2)CCC1. Cell line: OCUBM. Synergy scores: synergy=1.18. (2) Drug 1: O=S1(=O)NC2(CN1CC(F)(F)F)C1CCC2Cc2cc(C=CCN3CCC(C(F)(F)F)CC3)ccc2C1. Drug 2: NC1CCCCC1N.O=C(O)C(=O)O.[Pt+2]. Cell line: NCIH1650. Synergy scores: synergy=-14.9. (3) Drug 1: O=C(CCCCCCC(=O)Nc1ccccc1)NO. Drug 2: Cn1c(=O)n(-c2ccc(C(C)(C)C#N)cc2)c2c3cc(-c4cnc5ccccc5c4)ccc3ncc21. Cell line: A2058. Synergy scores: synergy=22.4. (4) Drug 1: CC(=O)OC1C(=O)C2(C)C(O)CC3OCC3(OC(C)=O)C2C(OC(=O)c2ccccc2)C2(O)CC(OC(=O)C(O)C(NC(=O)c3ccccc3)c3ccccc3)C(C)=C1C2(C)C. Drug 2: O=C(CCCCCCC(=O)Nc1ccccc1)NO. Cell line: NCIH460. Synergy scores: synergy=0.602.